This data is from Forward reaction prediction with 1.9M reactions from USPTO patents (1976-2016). The task is: Predict the product of the given reaction. (1) Given the reactants [Cl:1][C:2]1[S:28][C:5]2[NH:6][C:7]([C:9]([NH:11][CH:12]3[CH2:21][C:20]4[C:15](=[CH:16][CH:17]=[CH:18][CH:19]=4)[N:14]([CH2:22][CH:23]([OH:26])CO)[C:13]3=[O:27])=[O:10])=[CH:8][C:4]=2[CH:3]=1.[NH2:29][CH2:30][CH:31]([OH:34])[CH2:32][OH:33], predict the reaction product. The product is: [Cl:1][C:2]1[S:28][C:5]2[NH:6][C:7]([C:9]([NH:11][CH:12]3[CH2:21][C:20]4[C:15](=[CH:16][CH:17]=[CH:18][CH:19]=4)[N:14]([CH2:22][C:23]([NH:29][CH2:30][CH:31]([OH:34])[CH2:32][OH:33])=[O:26])[C:13]3=[O:27])=[O:10])=[CH:8][C:4]=2[CH:3]=1. (2) Given the reactants [CH:1]1([CH2:4][NH:5][CH2:6][CH2:7][CH3:8])[CH2:3][CH2:2]1.C[Al](C)C.C([O:15][C:16]([C:18]1[N:22]2[CH:23]=[C:24](Cl)[N:25]([C:26]3[C:31]([CH3:32])=[CH:30][C:29]([CH3:33])=[CH:28][C:27]=3[CH3:34])[C:21]2=[N:20][C:19]=1[CH3:36])=O)C.[C@H](O)(C([O-])=O)[C@@H](O)C([O-])=[O:40].[Na+].[K+], predict the reaction product. The product is: [CH:1]1([CH2:4][N:5]([CH2:6][CH2:7][CH3:8])[C:16]([C:18]2[N:22]3[CH2:23][C:24](=[O:40])[N:25]([C:26]4[C:27]([CH3:34])=[CH:28][C:29]([CH3:33])=[CH:30][C:31]=4[CH3:32])[C:21]3=[N:20][C:19]=2[CH3:36])=[O:15])[CH2:3][CH2:2]1. (3) Given the reactants [C:1]([Si:5]([CH3:29])([CH3:28])[O:6][C:7]1[C:8]([CH2:26][CH3:27])=[CH:9][C:10]2[CH:11]3[CH:19]([CH2:20][CH2:21][C:22]=2[CH:23]=1)[CH:18]1[C:14]([CH3:25])([C:15](=O)[CH2:16][CH2:17]1)[CH2:13][CH2:12]3)([CH3:4])([CH3:3])[CH3:2].C(OP([CH2:38][C:39]#[N:40])(=O)OCC)C, predict the reaction product. The product is: [C:1]([Si:5]([CH3:29])([CH3:28])[O:6][C:7]1[C:8]([CH2:26][CH3:27])=[CH:9][C:10]2[CH:11]3[CH:19]([CH2:20][CH2:21][C:22]=2[CH:23]=1)[CH:18]1[C:14]([CH3:25])([C:15](=[CH:38][C:39]#[N:40])[CH2:16][CH2:17]1)[CH2:13][CH2:12]3)([CH3:3])([CH3:2])[CH3:4].